Dataset: Forward reaction prediction with 1.9M reactions from USPTO patents (1976-2016). Task: Predict the product of the given reaction. (1) Given the reactants Cl[C:2]1[C:11]([CH3:12])=[C:10]([Cl:13])[C:9]2[C:4](=[CH:5][C:6]([F:15])=[CH:7][C:8]=2[F:14])[N:3]=1.[NH:16]1[CH2:20][CH2:19][CH2:18][C@H:17]1[C:21]([O:23][C:24]([CH3:27])([CH3:26])[CH3:25])=[O:22].C(N(CC)CC)C, predict the reaction product. The product is: [Cl:13][C:10]1[C:9]2[C:4](=[CH:5][C:6]([F:15])=[CH:7][C:8]=2[F:14])[N:3]=[C:2]([N:16]2[CH2:20][CH2:19][CH2:18][C@H:17]2[C:21]([O:23][C:24]([CH3:27])([CH3:26])[CH3:25])=[O:22])[C:11]=1[CH3:12]. (2) Given the reactants [NH2:1][C:2]1[CH:3]=[CH:4][C:5]([O:12][CH:13]([C:20]2[C:25]([F:26])=[CH:24][CH:23]=[CH:22][C:21]=2[F:27])[C:14]2[CH:19]=[CH:18][CH:17]=[CH:16][CH:15]=2)=[C:6]([CH:11]=1)[C:7]([O:9][CH3:10])=[O:8].[CH3:28][O:29][C:30]1[CH:31]=[C:32]([N:38]=[C:39]=[O:40])[CH:33]=[CH:34][C:35]=1[O:36][CH3:37], predict the reaction product. The product is: [F:27][C:21]1[CH:22]=[CH:23][CH:24]=[C:25]([F:26])[C:20]=1[CH:13]([C:14]1[CH:19]=[CH:18][CH:17]=[CH:16][CH:15]=1)[O:12][C:5]1[CH:4]=[CH:3][C:2]([NH:1][C:39]([NH:38][C:32]2[CH:33]=[CH:34][C:35]([O:36][CH3:37])=[C:30]([O:29][CH3:28])[CH:31]=2)=[O:40])=[CH:11][C:6]=1[C:7]([O:9][CH3:10])=[O:8]. (3) Given the reactants [C:1]([O:5][C:6]([NH:8][C@@H:9]([CH2:13][C:14]1[CH:19]=[CH:18][C:17]([CH3:20])=[CH:16][CH:15]=1)[C:10](O)=[O:11])=[O:7])([CH3:4])([CH3:3])[CH3:2].[N:21]1C=CC=CC=1.C(OC(OC(C)(C)C)=O)(OC(C)(C)C)=O.C(=O)([O-])[O-].[NH4+].[NH4+], predict the reaction product. The product is: [C:1]([O:5][C:6](=[O:7])[NH:8][C@H:9]([C:10](=[O:11])[NH2:21])[CH2:13][C:14]1[CH:19]=[CH:18][C:17]([CH3:20])=[CH:16][CH:15]=1)([CH3:4])([CH3:3])[CH3:2]. (4) Given the reactants [Cl-].[CH3:2][O:3][C:4](=[O:14])[CH2:5][CH2:6][CH2:7][CH2:8][CH2:9][CH2:10][C:11]([OH:13])=O.[C:23]1(N([C:23]2[CH:28]=[CH:27][CH:26]=[CH:25][CH:24]=2)C)[CH:28]=[CH:27][CH:26]=[CH:25][CH:24]=1.[C:29](#[N:31])[CH3:30], predict the reaction product. The product is: [CH3:2][O:3][C:4](=[O:14])[CH2:5][CH2:6][CH2:7][CH2:8][CH2:9][CH2:10][C:11](=[O:13])[NH:31][CH:29]([C:23]1[CH:24]=[CH:25][CH:26]=[CH:27][CH:28]=1)[C:30]1[CH:8]=[CH:7][CH:6]=[CH:5][CH:4]=1.